Dataset: Reaction yield outcomes from USPTO patents with 853,638 reactions. Task: Predict the reaction yield, written as a fraction of the theoretical maximum amount of product (1.0 means a 100% yield; for example, 0.34 means a 34% yield). The reactants are Cl[C:2]1[N:7]=[CH:6][C:5]([CH2:8][N:9]2[CH2:13][CH:12]([CH2:14][CH2:15][CH3:16])[CH2:11][C:10]2=[O:17])=[CH:4][CH:3]=1.[CH2:18]([NH2:25])[C:19]1[CH:24]=[CH:23][CH:22]=[CH:21][CH:20]=1.C(=O)([O-])[O-].[K+].[K+].C1C=CC(P(C2C(C3C(P(C4C=CC=CC=4)C4C=CC=CC=4)=CC=C4C=3C=CC=C4)=C3C(C=CC=C3)=CC=2)C2C=CC=CC=2)=CC=1. The catalyst is O1CCOCC1.C1C=CC(/C=C/C(/C=C/C2C=CC=CC=2)=O)=CC=1.C1C=CC(/C=C/C(/C=C/C2C=CC=CC=2)=O)=CC=1.C1C=CC(/C=C/C(/C=C/C2C=CC=CC=2)=O)=CC=1.[Pd].[Pd]. The product is [CH2:18]([NH:25][C:2]1[N:7]=[CH:6][C:5]([CH2:8][N:9]2[CH2:13][CH:12]([CH2:14][CH2:15][CH3:16])[CH2:11][C:10]2=[O:17])=[CH:4][CH:3]=1)[C:19]1[CH:24]=[CH:23][CH:22]=[CH:21][CH:20]=1. The yield is 0.110.